Task: Predict the reaction yield, written as a fraction of the theoretical maximum amount of product (1.0 means a 100% yield; for example, 0.34 means a 34% yield).. Dataset: Reaction yield outcomes from USPTO patents with 853,638 reactions The reactants are [C:1]([O:5][C:6](=[O:26])[NH:7][C:8]1[S:9][C:10]2[CH:16]=[C:15]([CH:17]=[O:18])[CH:14]=[C:13]([C:19]3[CH:24]=[CH:23][CH:22]=[C:21]([Cl:25])[CH:20]=3)[C:11]=2[N:12]=1)([CH3:4])([CH3:3])[CH3:2].[BH4-].[Na+].O.Cl. The catalyst is ClCCl.CO. The product is [C:1]([O:5][C:6](=[O:26])[NH:7][C:8]1[S:9][C:10]2[CH:16]=[C:15]([CH2:17][OH:18])[CH:14]=[C:13]([C:19]3[CH:24]=[CH:23][CH:22]=[C:21]([Cl:25])[CH:20]=3)[C:11]=2[N:12]=1)([CH3:4])([CH3:2])[CH3:3]. The yield is 0.880.